From a dataset of Forward reaction prediction with 1.9M reactions from USPTO patents (1976-2016). Predict the product of the given reaction. (1) Given the reactants [C:1](/[CH:5]=[CH:6]/[C:7]1[C:8](=[O:22])[NH:9][C:10](=[O:21])[N:11]([CH:20]=1)[C@@H:12]1[O:19][C@H:16]([CH2:17][OH:18])[C@@H:14]([OH:15])[CH2:13]1)([O:3]C)=[O:2], predict the reaction product. The product is: [C:1](/[CH:5]=[CH:6]/[C:7]1[C:8](=[O:22])[NH:9][C:10](=[O:21])[N:11]([CH:20]=1)[C@@H:12]1[O:19][C@H:16]([CH2:17][OH:18])[C@@H:14]([OH:15])[CH2:13]1)([OH:3])=[O:2]. (2) The product is: [Cl:1][C:2]1[CH:7]=[CH:6][C:5]([CH2:8][C:9]([O:11][C:27]([CH3:28])([CH3:31])[CH3:16])=[O:10])=[C:4]([C:12]([F:13])([F:14])[F:15])[CH:3]=1. Given the reactants [Cl:1][C:2]1[CH:7]=[CH:6][C:5]([CH2:8][C:9]([OH:11])=[O:10])=[C:4]([C:12]([F:15])([F:14])[F:13])[CH:3]=1.[C:16](Cl)(=O)C(Cl)=O.CN(C=O)C.[CH2:27]1[CH2:31]OC[CH2:28]1, predict the reaction product.